From a dataset of Forward reaction prediction with 1.9M reactions from USPTO patents (1976-2016). Predict the product of the given reaction. Given the reactants Br[CH2:2][CH2:3][CH2:4][P:5](=[O:12])([O:9][CH2:10][CH3:11])[O:6][CH2:7][CH3:8].[N-:13]=[N+:14]=[N-:15].[Na+], predict the reaction product. The product is: [N:13]([CH2:2][CH2:3][CH2:4][P:5](=[O:12])([O:9][CH2:10][CH3:11])[O:6][CH2:7][CH3:8])=[N+:14]=[N-:15].